Dataset: Reaction yield outcomes from USPTO patents with 853,638 reactions. Task: Predict the reaction yield, written as a fraction of the theoretical maximum amount of product (1.0 means a 100% yield; for example, 0.34 means a 34% yield). (1) The reactants are Cl[CH2:2][CH2:3][CH2:4][S:5]([O:8][CH2:9][C:10]([CH3:41])([CH3:40])[C@@H:11]([O:32][CH2:33][C:34]1[CH:39]=[CH:38][CH:37]=[CH:36][CH:35]=1)[C:12]([O:14][CH2:15][CH2:16][O:17][C:18](=[O:31])[C:19]([CH3:30])([CH3:29])[CH2:20][O:21][CH2:22][C:23]1[CH:28]=[CH:27][CH:26]=[CH:25][CH:24]=1)=[O:13])(=[O:7])=[O:6].[N-:42]=[N+:43]=[N-:44].[Na+]. The catalyst is CS(C)=O. The product is [N:42]([CH2:2][CH2:3][CH2:4][S:5]([O:8][CH2:9][C:10]([CH3:41])([CH3:40])[C@@H:11]([O:32][CH2:33][C:34]1[CH:39]=[CH:38][CH:37]=[CH:36][CH:35]=1)[C:12]([O:14][CH2:15][CH2:16][O:17][C:18](=[O:31])[C:19]([CH3:30])([CH3:29])[CH2:20][O:21][CH2:22][C:23]1[CH:28]=[CH:27][CH:26]=[CH:25][CH:24]=1)=[O:13])(=[O:7])=[O:6])=[N+:43]=[N-:44]. The yield is 0.270. (2) The reactants are [N+:1]1([O-:8])[C:2]([CH3:7])=[CH:3][CH:4]=[CH:5][CH:6]=1.C([O-])(C)(C)C.[K+].[C:15]1([CH3:23])[CH:20]=[CH:19][C:18]([CH:21]=O)=[CH:17][CH:16]=1. The catalyst is C(O)CCC.O. The product is [C:15]1([CH3:23])[CH:20]=[CH:19][C:18]([CH:21]=[CH:7][C:2]2[CH:3]=[CH:4][CH:5]=[CH:6][N+:1]=2[O-:8])=[CH:17][CH:16]=1. The yield is 0.550. (3) The reactants are [C:1]1([OH:7])[CH:6]=[CH:5][CH:4]=[CH:3][CH:2]=1.[C:8]([C:10]1[CH:15]=[CH:14][CH:13]=[CH:12][C:11]=1[C:16]#[N:17])#[N:9].[CH3:18][CH2:19][CH2:20][CH2:21][CH2:22][CH3:23].CC[O:26]CC. No catalyst specified. The product is [NH2:9][C:8]1[C:10]2[C:11](=[CH:12][CH:13]=[CH:14][CH:15]=2)[C:16]([C:20]2[CH:19]=[CH:18][C:23]([OH:26])=[CH:22][CH:21]=2)([C:4]2[CH:5]=[CH:6][C:1]([OH:7])=[CH:2][CH:3]=2)[N:17]=1. The yield is 0.200. (4) The reactants are [F:1][C:2]([F:29])([F:28])[C:3]1[CH:8]=[CH:7][N:6]=[C:5]([N:9]2[CH2:14][CH2:13][CH:12]([CH2:15][NH:16][C:17]([C:19]3[CH:27]=[CH:26][C:22]([C:23](O)=[O:24])=[CH:21][CH:20]=3)=[O:18])[CH2:11][CH2:10]2)[N:4]=1.[C:30](Cl)(=O)[C:31](Cl)=O.C[N:37]([CH3:40])C=O. The catalyst is ClCCl. The product is [C:17]([C:19]1[CH:20]=[C:21]([C:31]2[CH:30]=[CH:7][CH:8]=[CH:3][C:2]=2[F:1])[C:22]2[O:24][C:23]([C:22]3[CH:26]=[CH:27][C:19]([C:17]([NH:16][CH2:15][CH:12]4[CH2:11][CH2:10][N:9]([C:5]5[N:4]=[C:3]([C:2]([F:29])([F:28])[F:1])[CH:8]=[CH:7][N:6]=5)[CH2:14][CH2:13]4)=[O:18])=[CH:20][CH:21]=3)=[N:37][C:40]=2[CH:27]=1)#[N:16]. The yield is 0.140. (5) The reactants are [NH2:1][CH2:2][C:3]1[CH:4]=[C:5]([S:9]([N:12]([CH2:21][C:22]2[CH:27]=[C:26]([Cl:28])[CH:25]=[C:24]([Cl:29])[CH:23]=2)[CH2:13][C:14]2[CH:19]=[CH:18][C:17]([F:20])=[CH:16][CH:15]=2)(=[O:11])=[O:10])[CH:6]=[CH:7][CH:8]=1.[F:30][C:31]1[CH:38]=[CH:37][C:34]([CH:35]=O)=[CH:33][CH:32]=1.C(O[BH-](OC(=O)C)OC(=O)C)(=O)C.[Na+].C([O-])(O)=O.[Na+]. The catalyst is C(Cl)Cl. The product is [Cl:29][C:24]1[CH:23]=[C:22]([CH:27]=[C:26]([Cl:28])[CH:25]=1)[CH2:21][N:12]([CH2:13][C:14]1[CH:15]=[CH:16][C:17]([F:20])=[CH:18][CH:19]=1)[S:9]([C:5]1[CH:6]=[CH:7][CH:8]=[C:3]([CH2:2][NH:1][CH2:35][C:34]2[CH:37]=[CH:38][C:31]([F:30])=[CH:32][CH:33]=2)[CH:4]=1)(=[O:11])=[O:10]. The yield is 0.450.